From a dataset of Full USPTO retrosynthesis dataset with 1.9M reactions from patents (1976-2016). Predict the reactants needed to synthesize the given product. (1) Given the product [CH2:1]([O:6][C:7]1[CH:8]=[C:9]([CH:14]=[CH:15][CH:16]=1)[CH2:10][OH:11])[C:2]([CH3:5])([CH3:4])[CH3:3], predict the reactants needed to synthesize it. The reactants are: [CH2:1]([O:6][C:7]1[CH:8]=[C:9]([CH:14]=[CH:15][CH:16]=1)[C:10](OC)=[O:11])[C:2]([CH3:5])([CH3:4])[CH3:3].[H-].[Al+3].[Li+].[H-].[H-].[H-].O.[OH-].[Na+]. (2) Given the product [CH3:1][O:2][C:3]([C:5]1[N:6]=[C:7]([NH:10][C:11](=[O:44])[C@@H:12]([NH:20][C:21](=[O:43])[CH:22]([NH2:32])[C:23]2[CH:28]=[CH:27][C:26]([O:29][CH3:30])=[C:25]([CH3:31])[CH:24]=2)[CH2:13][C:14]2[CH:15]=[CH:16][CH:17]=[CH:18][CH:19]=2)[S:8][CH:9]=1)=[O:4], predict the reactants needed to synthesize it. The reactants are: [CH3:1][O:2][C:3]([C:5]1[N:6]=[C:7]([NH:10][C:11](=[O:44])[C@@H:12]([NH:20][C:21](=[O:43])[CH:22]([NH:32]C(OCC2C=CC=CC=2)=O)[C:23]2[CH:28]=[CH:27][C:26]([O:29][CH3:30])=[C:25]([CH3:31])[CH:24]=2)[CH2:13][C:14]2[CH:19]=[CH:18][CH:17]=[CH:16][CH:15]=2)[S:8][CH:9]=1)=[O:4].C(O)=O. (3) The reactants are: CC(P(C(C)(C)C)C1C(C2C=CC=CC=2)=CC=CC=1)(C)C.[C:22]1([CH3:36])[CH:27]=[CH:26][C:25]([C:28]#[C:29][P:30](=[O:35])([OH:34])[O:31][CH2:32][CH3:33])=[CH:24][CH:23]=1.[Cl:37][CH2:38][CH2:39][CH2:40][C:41]#[CH:42]. Given the product [CH2:32]([O:31][P:30]1(=[O:34])[CH:29]=[C:28]([C:25]2[CH:24]=[CH:23][C:22]([CH3:36])=[CH:27][CH:26]=2)[CH:42]=[C:41]([CH2:40][CH2:39][CH2:38][Cl:37])[O:35]1)[CH3:33], predict the reactants needed to synthesize it. (4) The reactants are: [F:1][C:2]1[C:3]([C:9]2[N:13]([CH:14]3[CH2:19][CH2:18][O:17][CH2:16][CH2:15]3)[C:12]([CH3:20])=[N:11][CH:10]=2)=[N:4][C:5]([NH2:8])=[N:6][CH:7]=1.Br[C:22]1[CH:23]=[C:24]([C:28](=[O:30])[CH3:29])[CH:25]=[N:26][CH:27]=1. Given the product [F:1][C:2]1[C:3]([C:9]2[N:13]([CH:14]3[CH2:19][CH2:18][O:17][CH2:16][CH2:15]3)[C:12]([CH3:20])=[N:11][CH:10]=2)=[N:4][C:5]([NH:8][C:22]2[CH:23]=[C:24]([C:28](=[O:30])[CH3:29])[CH:25]=[N:26][CH:27]=2)=[N:6][CH:7]=1, predict the reactants needed to synthesize it. (5) Given the product [CH3:1][O:2][C:3]1[CH:4]=[C:5]([S:11]([N:17]2[CH2:22][CH2:21][C:20](=[O:23])[CH2:19][CH2:18]2)(=[O:13])=[O:12])[CH:6]=[CH:7][C:8]=1[O:9][CH3:10], predict the reactants needed to synthesize it. The reactants are: [CH3:1][O:2][C:3]1[CH:4]=[C:5]([S:11](Cl)(=[O:13])=[O:12])[CH:6]=[CH:7][C:8]=1[O:9][CH3:10].Cl.O.[NH:17]1[CH2:22][CH2:21][C:20](=[O:23])[CH2:19][CH2:18]1. (6) Given the product [CH2:14]([N:16]([CH2:17][CH3:18])[CH2:19][CH2:20][NH:21][C:10](=[O:12])[CH2:9][C:5]1[C:4]([CH3:13])=[C:3]([CH:1]=[O:2])[NH:7][C:6]=1[CH3:8])[CH3:15], predict the reactants needed to synthesize it. The reactants are: [CH:1]([C:3]1[NH:7][C:6]([CH3:8])=[C:5]([CH2:9][C:10]([OH:12])=O)[C:4]=1[CH3:13])=[O:2].[CH2:14]([N:16]([CH2:19][CH2:20][NH2:21])[CH2:17][CH3:18])[CH3:15]. (7) Given the product [CH2:1]([O:3][C:12](=[O:14])[CH2:11][C:7]1[CH:8]=[CH:9][CH:10]=[C:5]([CH2:15][C:16]([O:18][CH2:19][CH3:20])=[O:17])[CH:6]=1)[CH3:2], predict the reactants needed to synthesize it. The reactants are: [C:1](Cl)(=[O:3])[CH3:2].[C:5]1([CH2:15][C:16]([OH:18])=[O:17])[CH:10]=[CH:9][CH:8]=[C:7]([CH2:11][C:12]([OH:14])=O)[CH:6]=1.[CH2:19](O)[CH3:20].